The task is: Predict the product of the given reaction.. This data is from Forward reaction prediction with 1.9M reactions from USPTO patents (1976-2016). (1) Given the reactants [CH2:1]([O:8][C:9]1[CH:10]=[C:11]([S:15][C:16]2[CH:21]=[CH:20][C:19]([CH2:22][CH2:23][CH2:24][C:25]([C:30]([O:32][CH2:33][CH3:34])=[O:31])([CH3:29])C(O)=O)=[C:18]([Cl:35])[CH:17]=2)[CH:12]=[CH:13][CH:14]=1)[C:2]1[CH:7]=[CH:6][CH:5]=[CH:4][CH:3]=1.C([N:38]([CH2:41]C)CC)C.C1C=CC(P(N=[N+]=[N-])(C2C=CC=CC=2)=O)=CC=1.[CH3:60][OH:61].[OH2:62], predict the reaction product. The product is: [CH2:1]([O:8][C:9]1[CH:10]=[C:11]([S:15][C:16]2[CH:21]=[CH:20][C:19]([CH2:22][CH2:23][CH2:24][C:25]([NH:38][C:41]([O:61][CH3:60])=[O:62])([CH3:29])[C:30]([O:32][CH2:33][CH3:34])=[O:31])=[C:18]([Cl:35])[CH:17]=2)[CH:12]=[CH:13][CH:14]=1)[C:2]1[CH:3]=[CH:4][CH:5]=[CH:6][CH:7]=1. (2) Given the reactants C1C(=O)N([Br:8])C(=O)C1.[CH3:9][C:10]1[S:14][C:13]([C:15]([O:17]C)=[O:16])=[CH:12][C:11]=1[C:19]1[N:23]([CH3:24])[N:22]=[CH:21][CH:20]=1.[OH-].[Na+], predict the reaction product. The product is: [Br:8][C:20]1[CH:21]=[N:22][N:23]([CH3:24])[C:19]=1[C:11]1[CH:12]=[C:13]([C:15]([OH:17])=[O:16])[S:14][C:10]=1[CH3:9]. (3) Given the reactants [C-]#N.[Na+].[NH2:4][C:5]1[C:14]([CH3:15])=[CH:13][C:12](Br)=[CH:11][C:6]=1[C:7]([NH:9][CH3:10])=[O:8].[N:17]1C=CC(C)=C[CH:18]=1, predict the reaction product. The product is: [NH2:4][C:5]1[C:14]([CH3:15])=[CH:13][C:12]([C:18]#[N:17])=[CH:11][C:6]=1[C:7]([NH:9][CH3:10])=[O:8]. (4) Given the reactants [C:1]([CH:5]1[CH2:10][CH2:9][CH:8]([NH:11][C:12]2[CH:22]=[CH:21][C:15]([C:16]([O:18][CH2:19][CH3:20])=[O:17])=[CH:14][C:13]=2[N+:23]([O-])=O)[CH2:7][CH2:6]1)([CH3:4])([CH3:3])[CH3:2].[H][H], predict the reaction product. The product is: [NH2:23][C:13]1[CH:14]=[C:15]([CH:21]=[CH:22][C:12]=1[NH:11][CH:8]1[CH2:7][CH2:6][CH:5]([C:1]([CH3:2])([CH3:4])[CH3:3])[CH2:10][CH2:9]1)[C:16]([O:18][CH2:19][CH3:20])=[O:17]. (5) Given the reactants [Cl:1][C:2]1[CH:7]=[CH:6][C:5]([CH:8]([C:12]2[CH:17]=[CH:16][CH:15]=[CH:14][CH:13]=2)[C:9]([OH:11])=O)=[C:4]([CH3:18])[CH:3]=1.CN(C(ON1N=NC2C=CC=NC1=2)=[N+](C)C)C.F[P-](F)(F)(F)(F)F.[CH3:43][C:44]1[C:49]([C:50]2[O:51][C:52]3[CH:58]=[CH:57][C:56]([CH2:59][NH2:60])=[CH:55][C:53]=3[CH:54]=2)=[CH:48][CH:47]=[CH:46][N:45]=1.CN1CCOCC1, predict the reaction product. The product is: [Cl:1][C:2]1[CH:7]=[CH:6][C:5]([CH:8]([C:12]2[CH:17]=[CH:16][CH:15]=[CH:14][CH:13]=2)[C:9]([NH:60][CH2:59][C:56]2[CH:57]=[CH:58][C:52]3[O:51][C:50]([C:49]4[C:44]([CH3:43])=[N:45][CH:46]=[CH:47][CH:48]=4)=[CH:54][C:53]=3[CH:55]=2)=[O:11])=[C:4]([CH3:18])[CH:3]=1. (6) Given the reactants [Cl:1][C:2]1[CH:7]=[CH:6][C:5]([NH:8][C:9](=[O:34])[N:10]([CH2:19][CH2:20][CH:21]([C:28]2[CH:33]=[CH:32][CH:31]=[CH:30][CH:29]=2)[C:22]2[CH:27]=[CH:26][CH:25]=[CH:24][CH:23]=2)[CH2:11][CH2:12][N:13]2[CH2:18][CH2:17][O:16][CH2:15][CH2:14]2)=[CH:4][C:3]=1[CH:35]=[O:36].[CH3:37]Br.[Mg].[Cl-].[NH4+], predict the reaction product. The product is: [Cl:1][C:2]1[CH:7]=[CH:6][C:5]([NH:8][C:9](=[O:34])[N:10]([CH2:19][CH2:20][CH:21]([C:28]2[CH:29]=[CH:30][CH:31]=[CH:32][CH:33]=2)[C:22]2[CH:23]=[CH:24][CH:25]=[CH:26][CH:27]=2)[CH2:11][CH2:12][N:13]2[CH2:14][CH2:15][O:16][CH2:17][CH2:18]2)=[CH:4][C:3]=1[CH:35]([OH:36])[CH3:37]. (7) Given the reactants [CH:1]1([CH2:4][C:5]([OH:7])=O)[CH2:3][CH2:2]1.S(Cl)(Cl)=O.[I:12][C:13]1[CH:14]=[CH:15][C:16]2[N:17]([CH:19]=[C:20]([NH2:22])[N:21]=2)[N:18]=1.C(=O)([O-])O.[Na+], predict the reaction product. The product is: [CH:1]1([CH2:4][C:5]([NH:22][C:20]2[N:21]=[C:16]3[CH:15]=[CH:14][C:13]([I:12])=[N:18][N:17]3[CH:19]=2)=[O:7])[CH2:2][CH2:3]1.